Dataset: NCI-60 drug combinations with 297,098 pairs across 59 cell lines. Task: Regression. Given two drug SMILES strings and cell line genomic features, predict the synergy score measuring deviation from expected non-interaction effect. (1) Drug 1: CCCS(=O)(=O)NC1=C(C(=C(C=C1)F)C(=O)C2=CNC3=C2C=C(C=N3)C4=CC=C(C=C4)Cl)F. Drug 2: CCC1(CC2CC(C3=C(CCN(C2)C1)C4=CC=CC=C4N3)(C5=C(C=C6C(=C5)C78CCN9C7C(C=CC9)(C(C(C8N6C)(C(=O)OC)O)OC(=O)C)CC)OC)C(=O)OC)O.OS(=O)(=O)O. Cell line: M14. Synergy scores: CSS=56.6, Synergy_ZIP=5.74, Synergy_Bliss=5.44, Synergy_Loewe=0.0353, Synergy_HSA=9.03. (2) Drug 1: CCC1=C2CN3C(=CC4=C(C3=O)COC(=O)C4(CC)O)C2=NC5=C1C=C(C=C5)O. Drug 2: C1CCC(C(C1)N)N.C(=O)(C(=O)[O-])[O-].[Pt+4]. Cell line: MDA-MB-435. Synergy scores: CSS=29.5, Synergy_ZIP=-6.39, Synergy_Bliss=-0.638, Synergy_Loewe=2.57, Synergy_HSA=3.08. (3) Synergy scores: CSS=-3.63, Synergy_ZIP=-1.81, Synergy_Bliss=-4.57, Synergy_Loewe=-8.74, Synergy_HSA=-6.35. Cell line: EKVX. Drug 1: C1=CC(=CC=C1CC(C(=O)O)N)N(CCCl)CCCl.Cl. Drug 2: CC(C1=C(C=CC(=C1Cl)F)Cl)OC2=C(N=CC(=C2)C3=CN(N=C3)C4CCNCC4)N.